From a dataset of Forward reaction prediction with 1.9M reactions from USPTO patents (1976-2016). Predict the product of the given reaction. (1) Given the reactants [CH2:1]([O:8][C:9](=[O:25])[NH:10][C:11]1[CH:16]=[CH:15][C:14]([CH2:17][C:18]2[CH:23]=[CH:22][C:21]([NH2:24])=[CH:20][CH:19]=2)=[CH:13][CH:12]=1)[C:2]1[CH:7]=[CH:6][CH:5]=[CH:4][CH:3]=1.[C:26]1([N:32]=[C:33]=[O:34])[CH:31]=[CH:30][CH:29]=[CH:28][CH:27]=1, predict the reaction product. The product is: [CH2:1]([O:8][C:9](=[O:25])[NH:10][C:11]1[CH:16]=[CH:15][C:14]([CH2:17][C:18]2[CH:19]=[CH:20][C:21]([NH:24][C:33]([NH:32][C:26]3[CH:31]=[CH:30][CH:29]=[CH:28][CH:27]=3)=[O:34])=[CH:22][CH:23]=2)=[CH:13][CH:12]=1)[C:2]1[CH:7]=[CH:6][CH:5]=[CH:4][CH:3]=1. (2) The product is: [Br:1][C:2]1[CH:3]=[C:4]([CH:7]=[CH:8][C:9]=1[Cl:10])[CH:5]=[O:6]. Given the reactants [Br:1][C:2]1[CH:3]=[C:4]([CH:7]=[CH:8][C:9]=1[Cl:10])[CH2:5][OH:6], predict the reaction product. (3) Given the reactants Cl[CH2:2][Si:3]([CH3:6])([CH3:5])[Cl:4].[Cl:7][SiH:8]([Cl:10])[Cl:9], predict the reaction product. The product is: [Cl:7][Si:8]([Cl:10])([Cl:9])[CH2:2][Si:3]([Cl:4])([CH3:6])[CH3:5]. (4) The product is: [CH:15]([C:12]1[CH:13]=[CH:14][C:9](/[CH:8]=[CH:7]/[C:6]([OH:17])=[O:5])=[N:10][CH:11]=1)=[O:16]. Given the reactants C([O:5][C:6](=[O:17])/[CH:7]=[CH:8]/[C:9]1[CH:14]=[CH:13][C:12]([CH:15]=[O:16])=[CH:11][N:10]=1)(C)(C)C.C(O)(C(F)(F)F)=O, predict the reaction product. (5) Given the reactants [NH2:1][C:2]1[S:3][C:4]([CH2:7][CH2:8]O)=[CH:5][N:6]=1.S(Cl)([Cl:12])=O, predict the reaction product. The product is: [Cl:12][CH2:8][CH2:7][C:4]1[S:3][C:2]([NH2:1])=[N:6][CH:5]=1.